Predict the product of the given reaction. From a dataset of Forward reaction prediction with 1.9M reactions from USPTO patents (1976-2016). (1) Given the reactants [Cl:1][C:2]1[CH:3]=[C:4]([CH:8]=[C:9]([NH:11][S:12]([CH3:15])(=[O:14])=[O:13])[N:10]=1)[C:5]([OH:7])=O.[F:16][C:17]1[CH:18]=[C:19]2[C:23](=[CH:24][CH:25]=1)[NH:22][CH2:21][CH2:20]2.CN(C(ON1N=NC2C=CC=CC1=2)=[N+](C)C)C.[B-](F)(F)(F)F, predict the reaction product. The product is: [Cl:1][C:2]1[N:10]=[C:9]([NH:11][S:12]([CH3:15])(=[O:14])=[O:13])[CH:8]=[C:4]([C:5]([N:22]2[C:23]3[C:19](=[CH:18][C:17]([F:16])=[CH:25][CH:24]=3)[CH2:20][CH2:21]2)=[O:7])[CH:3]=1. (2) Given the reactants [OH:1][C:2]1[CH:9]=[C:8]([OH:10])[CH:7]=[CH:6][C:3]=1[C:4]#[N:5].C([Mg]Cl)(C)C.[CH3:16][O:17][C:18]1[CH:35]=[CH:34][C:21]([CH2:22][N:23]2[C:31]3[C:26](=[CH:27][CH:28]=[CH:29][CH:30]=3)[C:25](=[O:32])[C:24]2=[O:33])=[CH:20][CH:19]=1.Cl, predict the reaction product. The product is: [OH:1][C:2]1[CH:9]=[C:8]([OH:10])[C:7]([C:25]2([OH:32])[C:26]3[C:31](=[CH:30][CH:29]=[CH:28][CH:27]=3)[N:23]([CH2:22][C:21]3[CH:34]=[CH:35][C:18]([O:17][CH3:16])=[CH:19][CH:20]=3)[C:24]2=[O:33])=[CH:6][C:3]=1[C:4]#[N:5]. (3) Given the reactants C([N:8]1[CH2:13][CH2:12][NH:11][CH:10]([C:14]([F:17])([F:16])[F:15])[CH2:9]1)C1C=CC=CC=1.CC(O)=O.[H][H], predict the reaction product. The product is: [F:15][C:14]([F:17])([F:16])[CH:10]1[CH2:9][NH:8][CH2:13][CH2:12][NH:11]1. (4) Given the reactants [Br:1][C:2]1[C:3]([F:9])=[C:4]([CH:6]=[CH:7][CH:8]=1)[NH2:5].N1C=CC=CC=1.[F:16][CH2:17][CH2:18][CH2:19][S:20](Cl)(=[O:22])=[O:21].O, predict the reaction product. The product is: [Br:1][C:2]1[C:3]([F:9])=[C:4]([NH:5][S:20]([CH2:19][CH2:18][CH2:17][F:16])(=[O:22])=[O:21])[CH:6]=[CH:7][CH:8]=1. (5) Given the reactants [Br:1][C:2]1[C:7]([F:8])=[CH:6][C:5]([C:9]([C:11]2[CH:16]=[CH:15][N:14]=[CH:13][CH:12]=2)=[NH:10])=[C:4]([F:17])[CH:3]=1.Cl.NO.C([O-])(=[O:23])C.[Na+], predict the reaction product. The product is: [Br:1][C:2]1[C:7]([F:8])=[CH:6][C:5]([C:9]([C:11]2[CH:12]=[CH:13][N:14]=[CH:15][CH:16]=2)=[N:10][OH:23])=[C:4]([F:17])[CH:3]=1. (6) Given the reactants CN1C2C=CC=C(C([O-])=O)C=2C(CN[C@H]2C3CCN(CC3)C2)=N1.[Li+].[CH3:25][N:26]1[C:30]2[CH:31]=[N:32][CH:33]=[C:34]3[C:35](=[O:46])[C@H:36]([CH:38]4[CH:43]5[CH2:44][CH2:45][N:40]([CH2:41][CH2:42]5)[CH2:39]4)[CH2:37][C:28]([C:29]=23)=[N:27]1.[ClH:47], predict the reaction product. The product is: [ClH:47].[CH3:25][N:26]1[C:30]2[CH:31]=[N:32][CH:33]=[C:34]3[C:35](=[O:46])[C@H:36]([CH:38]4[CH:43]5[CH2:42][CH2:41][N:40]([CH2:45][CH2:44]5)[CH2:39]4)[CH2:37][C:28]([C:29]=23)=[N:27]1. (7) Given the reactants [NH2:1][C:2]1[N:7]2[N:8]=[CH:9][C:10]([C@@H:11]3[O:15][C@@:14]([CH2:18]O)([CH:16]=[O:17])[C@@H:13]([O:20][Si:21]([C:24]([CH3:27])([CH3:26])[CH3:25])([CH3:23])[CH3:22])[CH2:12]3)=[C:6]2[N:5]=[CH:4][N:3]=1.[C:28]([O-])([O-])=O.[K+].[K+].[N+](=C(P(=O)(OC)OC)C(=O)C)=[N-], predict the reaction product. The product is: [NH2:1][C:2]1[N:7]2[N:8]=[CH:9][C:10]([C@@H:11]3[O:15][C@@:14]([CH2:16][OH:17])([C:18]#[CH:28])[C@@H:13]([O:20][Si:21]([C:24]([CH3:27])([CH3:25])[CH3:26])([CH3:23])[CH3:22])[CH2:12]3)=[C:6]2[N:5]=[CH:4][N:3]=1.